From a dataset of Reaction yield outcomes from USPTO patents with 853,638 reactions. Predict the reaction yield, written as a fraction of the theoretical maximum amount of product (1.0 means a 100% yield; for example, 0.34 means a 34% yield). (1) The reactants are [N:1]1([C:7]2[N:12]=[C:11]([N:13]3[CH:18]4[CH2:19][CH2:20][CH:14]3[CH2:15][O:16][CH2:17]4)[N:10]=[C:9]([C:21]3[CH:27]=[CH:26][C:24]([NH2:25])=[CH:23][CH:22]=3)[N:8]=2)[CH2:6][CH2:5][O:4][CH2:3][CH2:2]1.Cl[C:29](Cl)([O:31]C(=O)OC(Cl)(Cl)Cl)Cl.[NH2:40][C:41]1[CH:49]=[CH:48][C:44]([C:45]([NH2:47])=[O:46])=[CH:43][CH:42]=1. No catalyst specified. The product is [N:1]1([C:7]2[N:12]=[C:11]([N:13]3[CH:14]4[CH2:20][CH2:19][CH:18]3[CH2:17][O:16][CH2:15]4)[N:10]=[C:9]([C:21]3[CH:27]=[CH:26][C:24]([NH:25][C:29]([NH:40][C:41]4[CH:49]=[CH:48][C:44]([C:45]([NH2:47])=[O:46])=[CH:43][CH:42]=4)=[O:31])=[CH:23][CH:22]=3)[N:8]=2)[CH2:2][CH2:3][O:4][CH2:5][CH2:6]1. The yield is 0.330. (2) The reactants are [F:1][C:2]1[CH:3]=[C:4]2[C:8](=[CH:9][CH:10]=1)[NH:7][CH:6]=[C:5]2[CH:11]1[CH2:15][C:14](=[O:16])[NH:13][C:12]1=[O:17].[F:18]C1C=C2C(=CC=1F)NC=C2.C1(=O)NC(=O)C=C1. The yield is 0.0500. The product is [F:1][C:2]1[CH:3]=[C:4]2[C:8](=[CH:9][C:10]=1[F:18])[NH:7][CH:6]=[C:5]2[CH:11]1[CH2:15][C:14](=[O:16])[NH:13][C:12]1=[O:17]. No catalyst specified. (3) The reactants are [CH3:1][N:2]1[C:6]([C:7]([OH:9])=O)=[CH:5][C:4]([NH:10][CH2:11][C:12]2[C:13]([C:18]3[CH:23]=[CH:22][CH:21]=[CH:20][N:19]=3)=[N:14][O:15][C:16]=2[CH3:17])=[N:3]1.CN(C(O[N:32]1N=N[C:34]2C=CC=[CH:38][C:33]1=2)=[N+](C)C)C.[B-](F)(F)(F)F.C(N(CC)C(C)C)(C)C.C(N)(C)C. The catalyst is CN(C=O)C. The product is [CH:33]([NH:32][C:7]([C:6]1[N:2]([CH3:1])[N:3]=[C:4]([NH:10][CH2:11][C:12]2[C:13]([C:18]3[CH:23]=[CH:22][CH:21]=[CH:20][N:19]=3)=[N:14][O:15][C:16]=2[CH3:17])[CH:5]=1)=[O:9])([CH3:38])[CH3:34]. The yield is 0.830. (4) The reactants are [Cl:1][C:2]1[CH:3]=[C:4]([CH:7]=[CH:8][C:9]=1[O:10][CH2:11][CH2:12][CH2:13][CH2:14][CH2:15][CH2:16][CH2:17][CH3:18])[CH:5]=O.[C:19]([NH:22][NH2:23])([NH2:21])=[NH:20].Cl. The catalyst is C(Cl)Cl. The product is [ClH:1].[Cl:1][C:2]1[CH:3]=[C:4]([CH:7]=[CH:8][C:9]=1[O:10][CH2:11][CH2:12][CH2:13][CH2:14][CH2:15][CH2:16][CH2:17][CH3:18])[CH:5]=[N:23][NH:22][C:19]([NH2:21])=[NH:20]. The yield is 0.630. (5) The product is [Cl:1][C:2]1[CH:3]=[C:4]([S:8][CH2:9][C:10]([NH:12][CH:13]2[CH2:18][CH2:17][N:16]([CH2:32][C:29]3[CH:30]=[CH:31][N:27]([C:24]4[CH:25]=[CH:26][C:21]([C:20]([F:35])([F:19])[F:34])=[CH:22][CH:23]=4)[CH:28]=3)[CH2:15][CH2:14]2)=[O:11])[CH:5]=[CH:6][CH:7]=1. The reactants are [Cl:1][C:2]1[CH:3]=[C:4]([S:8][CH2:9][C:10]([NH:12][CH:13]2[CH2:18][CH2:17][NH:16][CH2:15][CH2:14]2)=[O:11])[CH:5]=[CH:6][CH:7]=1.[F:19][C:20]([F:35])([F:34])[C:21]1[CH:26]=[CH:25][C:24]([N:27]2[CH:31]=[CH:30][C:29]([CH:32]=O)=[CH:28]2)=[CH:23][CH:22]=1.C(O[BH-](OC(=O)C)OC(=O)C)(=O)C.[Na+].C([O-])(O)=O.[Na+]. The catalyst is ClC(Cl)C. The yield is 0.470. (6) The reactants are [C:1]([C:4]1[N:5]([CH3:34])[CH:6]=[C:7]([C:9]2[CH:14]=[CH:13][C:12]([CH2:15][C@H:16]([NH:20][C:21](=[O:33])[C:22]3[CH:27]=[CH:26][C:25]([O:28][CH:29]([CH3:31])[CH3:30])=[C:24]([Cl:32])[CH:23]=3)[CH2:17][CH2:18][OH:19])=[CH:11][CH:10]=2)[N:8]=1)(=[O:3])[CH3:2].[P:35](Cl)([O:39][CH3:40])([O:37][CH3:38])=[O:36].CCOC(C)=O.CO. The catalyst is C(Cl)Cl.CN(C1C=CN=CC=1)C. The product is [P:35]([O:39][CH3:40])([O:37][CH3:38])([O:19][CH2:18][CH2:17][C@@H:16]([NH:20][C:21]([C:22]1[CH:27]=[CH:26][C:25]([O:28][CH:29]([CH3:30])[CH3:31])=[C:24]([Cl:32])[CH:23]=1)=[O:33])[CH2:15][C:12]1[CH:13]=[CH:14][C:9]([C:7]2[N:8]=[C:4]([C:1](=[O:3])[CH3:2])[N:5]([CH3:34])[CH:6]=2)=[CH:10][CH:11]=1)=[O:36]. The yield is 0.770. (7) The reactants are [CH3:1][O:2][C:3]1[CH:4]=[C:5](CCN)[CH:6]=[CH:7][CH:8]=1.Br[CH2:13][CH2:14][CH2:15][C:16]([O:18][CH2:19][CH3:20])=[O:17].[CH:21]([N:24](C(C)C)CC)(C)[CH3:22]. No catalyst specified. The product is [CH2:21]([N:24]([C:5]1[CH:6]=[CH:7][CH:8]=[C:3]([O:2][CH3:1])[CH:4]=1)[CH2:13][CH2:14][CH2:15][C:16]([O:18][CH2:19][CH3:20])=[O:17])[CH3:22]. The yield is 0.950. (8) The reactants are [Cl:1][C:2]1[CH:7]=[CH:6][C:5]([CH2:8][CH2:9][N+:10]([O-:12])=[O:11])=[CH:4][CH:3]=1.C[O:14][CH:15](OC)[CH2:16][CH2:17][CH2:18][CH:19]=O. The catalyst is CCOC(C)=O.CCCCCC. The product is [Cl:1][C:2]1[CH:3]=[CH:4][C:5]([CH2:8]/[C:9](/[N+:10]([O-:12])=[O:11])=[CH:19]\[CH2:18][CH2:17][CH2:16][CH:15]=[O:14])=[CH:6][CH:7]=1. The yield is 0.450. (9) The reactants are [CH3:1][N:2]1[C:6]([N:7]2[C:11]3=[N:12][CH:13]=[C:14]([CH3:16])[CH:15]=[C:10]3[CH:9]=[CH:8]2)=[C:5](/[CH:17]=[CH:18]/[C:19]([O:21]CC)=[O:20])[C:4]([CH3:24])=[N:3]1.O1CCCC1.[OH-].[Na+]. The catalyst is C(O)C. The product is [CH3:1][N:2]1[C:6]([N:7]2[C:11]3=[N:12][CH:13]=[C:14]([CH3:16])[CH:15]=[C:10]3[CH:9]=[CH:8]2)=[C:5](/[CH:17]=[CH:18]/[C:19]([OH:21])=[O:20])[C:4]([CH3:24])=[N:3]1. The yield is 0.790. (10) The reactants are C([BH3-])#N.[Na+].[I:5][C:6]1[CH:7]=[C:8]2[C:12](=[CH:13][CH:14]=1)[NH:11][CH:10]=[CH:9]2.[C:15](O[C:15]([O:17][C:18]([CH3:21])([CH3:20])[CH3:19])=[O:16])([O:17][C:18]([CH3:21])([CH3:20])[CH3:19])=[O:16].C(=O)(O)[O-].[Na+].Cl.C(N)C1C=CC=CC=1. The catalyst is C(O)(=O)C.O1CCCC1. The product is [I:5][C:6]1[CH:7]=[C:8]2[C:12](=[CH:13][CH:14]=1)[N:11]([C:15]([O:17][C:18]([CH3:21])([CH3:20])[CH3:19])=[O:16])[CH2:10][CH2:9]2. The yield is 0.450.